This data is from NCI-60 drug combinations with 297,098 pairs across 59 cell lines. The task is: Regression. Given two drug SMILES strings and cell line genomic features, predict the synergy score measuring deviation from expected non-interaction effect. (1) Drug 1: C#CCC(CC1=CN=C2C(=N1)C(=NC(=N2)N)N)C3=CC=C(C=C3)C(=O)NC(CCC(=O)O)C(=O)O. Drug 2: C1=NNC2=C1C(=O)NC=N2. Cell line: UACC-257. Synergy scores: CSS=7.46, Synergy_ZIP=1.43, Synergy_Bliss=7.86, Synergy_Loewe=5.58, Synergy_HSA=6.17. (2) Drug 1: CNC(=O)C1=CC=CC=C1SC2=CC3=C(C=C2)C(=NN3)C=CC4=CC=CC=N4. Drug 2: CN(C)C1=NC(=NC(=N1)N(C)C)N(C)C. Cell line: SNB-75. Synergy scores: CSS=-5.11, Synergy_ZIP=-0.328, Synergy_Bliss=-3.54, Synergy_Loewe=-7.02, Synergy_HSA=-5.18. (3) Synergy scores: CSS=36.0, Synergy_ZIP=8.72, Synergy_Bliss=9.12, Synergy_Loewe=5.70, Synergy_HSA=6.94. Drug 1: C1CCN(CC1)CCOC2=CC=C(C=C2)C(=O)C3=C(SC4=C3C=CC(=C4)O)C5=CC=C(C=C5)O. Cell line: K-562. Drug 2: C1=CC(=CC=C1CCCC(=O)O)N(CCCl)CCCl. (4) Drug 1: C1CN1P(=S)(N2CC2)N3CC3. Drug 2: C1=NC2=C(N=C(N=C2N1C3C(C(C(O3)CO)O)O)F)N. Cell line: PC-3. Synergy scores: CSS=12.1, Synergy_ZIP=-6.33, Synergy_Bliss=-1.76, Synergy_Loewe=-4.76, Synergy_HSA=-0.712.